Dataset: Full USPTO retrosynthesis dataset with 1.9M reactions from patents (1976-2016). Task: Predict the reactants needed to synthesize the given product. (1) Given the product [F:16][C:17]1[C:25]([O:26][CH3:27])=[CH:24][CH:23]=[CH:22][C:18]=1[C:19]1[N:6]([CH2:7][CH2:8][C:9]2[CH:14]=[CH:13][CH:12]=[CH:11][CH:10]=2)[C:4](=[O:5])[CH:3]=[C:2]([CH3:15])[N:21]=1, predict the reactants needed to synthesize it. The reactants are: O=[C:2]([CH3:15])[CH2:3][C:4]([NH:6][CH2:7][CH2:8][C:9]1[CH:14]=[CH:13][CH:12]=[CH:11][CH:10]=1)=[O:5].[F:16][C:17]1[C:25]([O:26][CH3:27])=[CH:24][CH:23]=[CH:22][C:18]=1[C:19]([NH2:21])=O.Cl. (2) Given the product [Cl:8][C:4]1[CH:5]=[CH:6][CH:7]=[C:2]([Cl:1])[C:3]=1[C:9]1[N:10]([C:18]2[CH:23]=[CH:22][C:21]([C:24]3[CH:29]=[CH:28][CH:27]=[C:26]([S:30]([CH3:33])(=[O:32])=[O:31])[CH:25]=3)=[CH:20][CH:19]=2)[CH:11]=[C:12]([C:14]([CH3:16])=[CH2:15])[N:13]=1, predict the reactants needed to synthesize it. The reactants are: [Cl:1][C:2]1[CH:7]=[CH:6][CH:5]=[C:4]([Cl:8])[C:3]=1[C:9]1[N:10]([C:18]2[CH:23]=[CH:22][C:21]([C:24]3[CH:29]=[CH:28][CH:27]=[C:26]([S:30]([CH3:33])(=[O:32])=[O:31])[CH:25]=3)=[CH:20][CH:19]=2)[CH:11]=[C:12]([C:14](O)([CH3:16])[CH3:15])[N:13]=1.C1(C)C=CC=CC=1. (3) Given the product [CH2:25]([O:24][C:22](=[O:23])[C:14]#[C:13][C:10]1[S:9][C:8]([NH:7][C:6]([O:5][C:1]([CH3:4])([CH3:3])[CH3:2])=[O:15])=[N:12][CH:11]=1)[CH3:26], predict the reactants needed to synthesize it. The reactants are: [C:1]([O:5][C:6](=[O:15])[NH:7][C:8]1[S:9][C:10]([C:13]#[CH:14])=[CH:11][N:12]=1)([CH3:4])([CH3:3])[CH3:2].[Li]CCCC.Cl[C:22]([O:24][CH2:25][CH3:26])=[O:23]. (4) Given the product [NH2:24][C:20]1[CH:19]=[C:18]([CH:17]([C:9]2[O:8][C:12]3[CH:13]=[CH:14][CH:15]=[CH:16][C:11]=3[CH:10]=2)[NH:32][S:33]([C:36]2[CH:46]=[CH:45][C:39]3[O:40][CH2:41][CH2:42][CH2:43][O:44][C:38]=3[CH:37]=2)(=[O:35])=[O:34])[CH:23]=[CH:22][N:21]=1, predict the reactants needed to synthesize it. The reactants are: FC(F)(F)C(O)=O.[O:8]1[C:12]2[CH:13]=[CH:14][CH:15]=[CH:16][C:11]=2[CH:10]=[C:9]1[CH:17]([NH:32][S:33]([C:36]1[CH:46]=[CH:45][C:39]2[O:40][CH2:41][CH2:42][CH2:43][O:44][C:38]=2[CH:37]=1)(=[O:35])=[O:34])[C:18]1[CH:23]=[CH:22][N:21]=[C:20]([NH:24]C(=O)OC(C)(C)C)[CH:19]=1. (5) Given the product [CH3:12][C:5]1([CH3:13])[C:4]2[C:8](=[CH:9][CH:10]=[C:2]([C:21]3[CH:20]=[CH:19][CH:18]=[C:17]([N+:14]([O-:16])=[O:15])[CH:22]=3)[CH:3]=2)[NH:7][C:6]1=[O:11], predict the reactants needed to synthesize it. The reactants are: Br[C:2]1[CH:3]=[C:4]2[C:8](=[CH:9][CH:10]=1)[NH:7][C:6](=[O:11])[C:5]2([CH3:13])[CH3:12].[N+:14]([C:17]1[CH:18]=[C:19](B(O)O)[CH:20]=[CH:21][CH:22]=1)([O-:16])=[O:15].C(=O)([O-])[O-].[K+].[K+].[Cl-].[NH4+]. (6) Given the product [N:1]1([C:6]2[N:11]=[N:10][C:9]([CH:12]([CH3:15])[CH2:13][N:30]3[CH2:31][CH2:32][C:25]4([C:24](=[O:33])[N:23]([C:18]5[CH2:19][O:20][C:21](=[O:22])[C:17]=5[CH3:16])[CH2:27][CH2:26]4)[CH2:28][CH2:29]3)=[CH:8][CH:7]=2)[CH:5]=[N:4][N:3]=[N:2]1, predict the reactants needed to synthesize it. The reactants are: [N:1]1([C:6]2[N:11]=[N:10][C:9]([CH:12]([CH3:15])[CH:13]=O)=[CH:8][CH:7]=2)[CH:5]=[N:4][N:3]=[N:2]1.[CH3:16][C:17]1[C:21](=[O:22])[O:20][CH2:19][C:18]=1[N:23]1[CH2:27][CH2:26][C:25]2([CH2:32][CH2:31][NH:30][CH2:29][CH2:28]2)[C:24]1=[O:33].[BH-](OC(C)=O)(OC(C)=O)OC(C)=O.[Na+]. (7) Given the product [NH2:1][C:2]1[C:7]([Cl:8])=[C:6]([C:9]([OH:30])=[O:10])[N:5]=[C:4]([C:13]2[C:14]([O:26][CH3:25])=[N:15][C:16]([C:19]([F:20])([F:22])[F:21])=[CH:17][CH:18]=2)[C:3]=1[F:24], predict the reactants needed to synthesize it. The reactants are: [NH2:1][C:2]1[C:7]([Cl:8])=[C:6]([C:9](OC)=[O:10])[N:5]=[C:4]([C:13]2[C:14](F)=[N:15][C:16]([C:19]([F:22])([F:21])[F:20])=[CH:17][CH:18]=2)[C:3]=1[F:24].[CH3:25][O-:26].[Na+].Cl.C[OH:30]. (8) The reactants are: [NH2:1][C:2]1[N:14]=[C:13]([C:15]2[C:20]([O:21][CH2:22][C:23]3[CH:28]=[CH:27][C:26]([O:29][CH3:30])=[CH:25][CH:24]=3)=[CH:19][CH:18]=[CH:17][C:16]=2[O:31][CH2:32][CH:33]2[CH2:35][CH2:34]2)[CH:12]=[C:11]([C:36]2[CH:41]=[CH:40][C:39]([N+:42]([O-])=O)=[C:38]([OH:45])[CH:37]=2)[C:3]=1[C:4]([O:6][C:7]([CH3:10])([CH3:9])[CH3:8])=[O:5].[C:46](OCC)(=O)C. Given the product [NH2:1][C:2]1[N:14]=[C:13]([C:15]2[C:16]([O:31][CH2:32][CH:33]([CH3:46])[CH2:35][CH3:34])=[CH:17][CH:18]=[CH:19][C:20]=2[O:21][CH2:22][C:23]2[CH:24]=[CH:25][C:26]([O:29][CH3:30])=[CH:27][CH:28]=2)[CH:12]=[C:11]([C:36]2[CH:41]=[CH:40][C:39]([NH2:42])=[C:38]([OH:45])[CH:37]=2)[C:3]=1[C:4]([O:6][C:7]([CH3:10])([CH3:9])[CH3:8])=[O:5], predict the reactants needed to synthesize it. (9) Given the product [CH3:18][C@H:17]([NH:19][C:20](=[O:26])[O:21][C:22]([CH3:23])([CH3:24])[CH3:25])[CH2:16][O:15][C:12]1[CH:13]=[N:14][C:9]([C:7]2[O:8][C:4]3[CH:3]=[C:2]([O:1][CH2:30][C:31](=[O:33])[CH3:32])[CH:28]=[CH:27][C:5]=3[N:6]=2)=[CH:10][CH:11]=1, predict the reactants needed to synthesize it. The reactants are: [OH:1][C:2]1[CH:28]=[CH:27][C:5]2[N:6]=[C:7]([C:9]3[N:14]=[CH:13][C:12]([O:15][CH2:16][C@@H:17]([NH:19][C:20](=[O:26])[O:21][C:22]([CH3:25])([CH3:24])[CH3:23])[CH3:18])=[CH:11][CH:10]=3)[O:8][C:4]=2[CH:3]=1.Br[CH2:30][C:31](=[O:33])[CH3:32].C(=O)([O-])[O-].[K+].[K+].CN(C=O)C.